From a dataset of CYP2C9 inhibition data for predicting drug metabolism from PubChem BioAssay. Regression/Classification. Given a drug SMILES string, predict its absorption, distribution, metabolism, or excretion properties. Task type varies by dataset: regression for continuous measurements (e.g., permeability, clearance, half-life) or binary classification for categorical outcomes (e.g., BBB penetration, CYP inhibition). Dataset: cyp2c9_veith. (1) The compound is COCCn1c(=O)c(-c2ccccc2)nc2cnc(Nc3cccc(OC)c3)nc21. The result is 0 (non-inhibitor). (2) The compound is COCCNc1nc(-c2ccc(N(C)C)cc2)nc2ccccc12. The result is 0 (non-inhibitor). (3) The molecule is COCC(=O)N1CCC2(CC1)CCN(C(=O)NC(C)C)CC2. The result is 0 (non-inhibitor).